Dataset: Catalyst prediction with 721,799 reactions and 888 catalyst types from USPTO. Task: Predict which catalyst facilitates the given reaction. Reactant: [H-].[Na+].[CH2:3]([N:10]1[C:14](=[O:15])[CH2:13][C:12]2([C:23]3[C:18](=[CH:19][CH:20]=[C:21]([Cl:24])[CH:22]=3)[NH:17][C:16]2=[O:25])[C:11]1=[O:26])[C:4]1[CH:9]=[CH:8][CH:7]=[CH:6][CH:5]=1.Br[CH2:28][C:29]([O:31][CH2:32][CH3:33])=[O:30].O. Product: [CH2:32]([O:31][C:29](=[O:30])[CH2:28][N:17]1[C:18]2[C:23](=[CH:22][C:21]([Cl:24])=[CH:20][CH:19]=2)[C:12]2([CH2:13][C:14](=[O:15])[N:10]([CH2:3][C:4]3[CH:5]=[CH:6][CH:7]=[CH:8][CH:9]=3)[C:11]2=[O:26])[C:16]1=[O:25])[CH3:33]. The catalyst class is: 7.